This data is from Reaction yield outcomes from USPTO patents with 853,638 reactions. The task is: Predict the reaction yield, written as a fraction of the theoretical maximum amount of product (1.0 means a 100% yield; for example, 0.34 means a 34% yield). (1) The reactants are Cl[CH2:2][CH2:3][O:4][C:5]1[CH:14]=[C:13]2[C:8]([C:9]([O:15][C:16]3[C:17]([C:26]([O:28][CH2:29][CH2:30][CH3:31])=[O:27])=[CH:18][C:19]4[C:24]([CH:25]=3)=[CH:23][CH:22]=[CH:21][CH:20]=4)=[CH:10][CH:11]=[N:12]2)=[CH:7][C:6]=1[O:32][CH3:33].C(=O)([O-])[O-].[K+].[K+].[NH:40]1[CH:44]=[CH:43][N:42]=[CH:41]1.O. The catalyst is CN(C)C=O. The product is [N:40]1([CH2:2][CH2:3][O:4][C:5]2[CH:14]=[C:13]3[C:8]([C:9]([O:15][C:16]4[C:17]([C:26]([O:28][CH2:29][CH2:30][CH3:31])=[O:27])=[CH:18][C:19]5[C:24]([CH:25]=4)=[CH:23][CH:22]=[CH:21][CH:20]=5)=[CH:10][CH:11]=[N:12]3)=[CH:7][C:6]=2[O:32][CH3:33])[CH:44]=[CH:43][N:42]=[CH:41]1. The yield is 0.700. (2) The reactants are [O:1]=[C:2]1[C:7]([CH:8]([C:10]2[CH:15]=[CH:14][C:13]([C:16]3[C:17]([C:22]#[N:23])=[CH:18][CH:19]=[CH:20][CH:21]=3)=[CH:12][CH:11]=2)[CH3:9])=[C:6]([CH2:24][CH2:25][CH3:26])[N:5]2[N:27]=[CH:28][N:29]=[C:4]2[N:3]1[CH:30]1[CH2:35][CH2:34][C:33](=[O:36])[CH2:32][CH2:31]1.O1CCCC1.[BH4-].[Na+]. The catalyst is CO. The product is [OH:36][C@H:33]1[CH2:34][CH2:35][C@H:30]([N:3]2[C:2](=[O:1])[C:7]([CH:8]([C:10]3[CH:15]=[CH:14][C:13]([C:16]4[C:17]([C:22]#[N:23])=[CH:18][CH:19]=[CH:20][CH:21]=4)=[CH:12][CH:11]=3)[CH3:9])=[C:6]([CH2:24][CH2:25][CH3:26])[N:5]3[N:27]=[CH:28][N:29]=[C:4]23)[CH2:31][CH2:32]1. The yield is 0.890.